Dataset: HIV replication inhibition screening data with 41,000+ compounds from the AIDS Antiviral Screen. Task: Binary Classification. Given a drug SMILES string, predict its activity (active/inactive) in a high-throughput screening assay against a specified biological target. (1) The drug is CCC1(Cc2ccc(OC)c(OC)c2)C(OC(C)=O)C(OC2CCCC2(c2ccccc2)c2ccccc2)ON2OC(C(=O)OC)CC21. The result is 0 (inactive). (2) The drug is N#CC(NNC(=O)Cc1ccccc1)c1c(O)ccc2ccccc12. The result is 0 (inactive). (3) The compound is I.N#Cc1ccc(C=[N+]([CH-]c2ccc(C#N)cc2)N(CCO)C2=NCCN2)cc1. The result is 0 (inactive). (4) The drug is COC1c2ccccc2C2C(Cl)(Cl)C23c2ccccc2C13. The result is 0 (inactive). (5) The compound is CCOP(=O)(OCC)C(c1ccc(F)cc1)N(C(=O)NC(F)(F)F)c1ccc(OC)cc1. The result is 0 (inactive). (6) The compound is N=C(N)NNCCOc1c(Cl)cccc1Cl.O=S(=O)(O)O. The result is 0 (inactive).